Task: Predict the reaction yield, written as a fraction of the theoretical maximum amount of product (1.0 means a 100% yield; for example, 0.34 means a 34% yield).. Dataset: Reaction yield outcomes from USPTO patents with 853,638 reactions (1) The reactants are [C:1]1([N:7]=[C:8]=[S:9])[CH:6]=[CH:5][CH:4]=[CH:3][CH:2]=1.[CH2:10]([O:12][C:13]([C:15]1[C:20]([O:21][CH2:22][CH3:23])=[C:19]([N:24]2[CH2:29][CH2:28][O:27][CH2:26][CH2:25]2)[N:18]=[C:17]([C:30]2[CH:35]=[CH:34][C:33]([NH2:36])=[CH:32][CH:31]=2)[N:16]=1)=[O:14])[CH3:11]. The catalyst is C(Cl)(Cl)Cl. The product is [CH2:10]([O:12][C:13]([C:15]1[C:20]([O:21][CH2:22][CH3:23])=[C:19]([N:24]2[CH2:25][CH2:26][O:27][CH2:28][CH2:29]2)[N:18]=[C:17]([C:30]2[CH:31]=[CH:32][C:33]([NH:36][C:8]([NH:7][C:1]3[CH:6]=[CH:5][CH:4]=[CH:3][CH:2]=3)=[S:9])=[CH:34][CH:35]=2)[N:16]=1)=[O:14])[CH3:11]. The yield is 0.600. (2) The reactants are [CH3:1][O:2][CH2:3][CH2:4][O:5][C:6]1[CH:11]=[CH:10][C:9](/[CH:12]=[CH:13]/[C:14]([O:16]CC)=[O:15])=[C:8]([O:19][C:20]2[CH:25]=[C:24]([C:26]([F:29])([F:28])[F:27])[CH:23]=[CH:22][C:21]=2[N+:30]([O-:32])=[O:31])[CH:7]=1.[OH-].[Na+]. The catalyst is O1CCCC1.C(O)C. The product is [CH3:1][O:2][CH2:3][CH2:4][O:5][C:6]1[CH:11]=[CH:10][C:9](/[CH:12]=[CH:13]/[C:14]([OH:16])=[O:15])=[C:8]([O:19][C:20]2[CH:25]=[C:24]([C:26]([F:27])([F:28])[F:29])[CH:23]=[CH:22][C:21]=2[N+:30]([O-:32])=[O:31])[CH:7]=1. The yield is 0.610. (3) The product is [C:25]([C:23]1[CH:22]=[CH:21][CH:20]=[C:19]([C:17](=[O:18])[NH:16][CH2:15][C:14]2[CH:13]=[CH:12][C:11]([F:10])=[CH:29][CH:28]=2)[N+:24]=1[O-:2])([OH:27])=[O:26]. The catalyst is O. The yield is 0.190. The reactants are C(O)(C(F)(F)F)=[O:2].OO.[F:10][C:11]1[CH:29]=[CH:28][C:14]([CH2:15][NH:16][C:17]([C:19]2[N:24]=[C:23]([C:25]([OH:27])=[O:26])[CH:22]=[CH:21][CH:20]=2)=[O:18])=[CH:13][CH:12]=1. (4) The yield is 0.830. The reactants are [CH2:1]([C:3]1[N:4]([C:28]2[CH:33]=[CH:32][C:31]([OH:34])=[CH:30][CH:29]=2)[C:5](=[O:27])[C:6]([CH2:12][C:13]2[CH:18]=[CH:17][C:16]([C:19]3[C:20]([C:25]#[N:26])=[CH:21][CH:22]=[CH:23][CH:24]=3)=[CH:15][CH:14]=2)=[C:7]([CH2:9][CH2:10][CH3:11])[N:8]=1)[CH3:2].Br[C:36]([CH3:43])([CH3:42])[C:37]([O:39][CH2:40][CH3:41])=[O:38].C(=O)([O-])[O-].[Cs+].[Cs+]. The catalyst is CN(C)C(=O)C. The product is [C:25]([C:20]1[CH:21]=[CH:22][CH:23]=[CH:24][C:19]=1[C:16]1[CH:17]=[CH:18][C:13]([CH2:12][C:6]2[C:5](=[O:27])[N:4]([C:28]3[CH:33]=[CH:32][C:31]([O:34][C:36]([CH3:43])([CH3:42])[C:37]([O:39][CH2:40][CH3:41])=[O:38])=[CH:30][CH:29]=3)[C:3]([CH2:1][CH3:2])=[N:8][C:7]=2[CH2:9][CH2:10][CH3:11])=[CH:14][CH:15]=1)#[N:26]. (5) The reactants are [CH:1]([O:3][CH:4]1CC[CH2:7][N:6]([C:10]2[N:11]=[C:12]3[CH:22]=[C:21]([CH2:23][CH2:24][C:25]4[S:26][CH:27]=[C:28]([CH:30]5[CH2:33]CC5)[N:29]=4)[CH:20]=[CH:19][N:13]3[C:14](=[O:18])[C:15]=2[CH:16]=[O:17])[CH2:5]1)=O.C(C1N=C(CCC2C=CN3C(=O)C=C(N4CCOCC4)N=C3C=2)SC=1)C. No catalyst specified. The product is [CH2:30]([C:28]1[N:29]=[C:25]([CH2:24][CH2:23][C:21]2[CH:20]=[CH:19][N:13]3[C:14](=[O:18])[C:15]([CH:16]=[O:17])=[C:10]([N:6]4[CH2:7][CH2:1][O:3][CH2:4][CH2:5]4)[N:11]=[C:12]3[CH:22]=2)[S:26][CH:27]=1)[CH3:33]. The yield is 0.900. (6) The reactants are [O:1]=[C:2]1[N:6]([C:7]([O:9][C:10]([CH3:13])([CH3:12])[CH3:11])=[O:8])[C@H:5]([C:14]([O:16][CH3:17])=[O:15])[CH2:4][CH2:3]1.[CH2:18]([Mg]Br)[CH2:19][CH:20]=[CH2:21].S([O-])(O)(=O)=O.[K+].CC(=O)OCC. The catalyst is C1COCC1.[Cl-].[Na+].O. The product is [C:10]([O:9][C:7]([NH:6][C@@H:5]([CH2:4][CH2:3][C:2](=[O:1])[CH2:21][CH2:20][CH:19]=[CH2:18])[C:14]([O:16][CH3:17])=[O:15])=[O:8])([CH3:13])([CH3:12])[CH3:11]. The yield is 0.970. (7) The product is [CH3:1][C:2]1[O:6][C:5]([C:7]2[CH:8]=[CH:9][C:10]([O:13][C:37](=[O:38])[N:36]([CH3:40])[CH3:35])=[CH:11][CH:12]=2)=[N:4][C:3]=1[CH2:14][N:15]1[C:23]2[C:18](=[CH:19][C:20]([C:24]([OH:33])([C:25]([F:26])([F:27])[F:28])[C:29]([F:32])([F:31])[F:30])=[CH:21][CH:22]=2)[CH:17]=[C:16]1[CH3:34]. The catalyst is N1C=CC=CC=1. The yield is 0.660. The reactants are [CH3:1][C:2]1[O:6][C:5]([C:7]2[CH:12]=[CH:11][C:10]([OH:13])=[CH:9][CH:8]=2)=[N:4][C:3]=1[CH2:14][N:15]1[C:23]2[C:18](=[CH:19][C:20]([C:24]([OH:33])([C:29]([F:32])([F:31])[F:30])[C:25]([F:28])([F:27])[F:26])=[CH:21][CH:22]=2)[CH:17]=[C:16]1[CH3:34].[CH3:35][N:36]([CH3:40])[C:37](Cl)=[O:38].CCOCC.Cl.